From a dataset of Reaction yield outcomes from USPTO patents with 853,638 reactions. Predict the reaction yield, written as a fraction of the theoretical maximum amount of product (1.0 means a 100% yield; for example, 0.34 means a 34% yield). (1) The reactants are [CH2:1]([O:8][CH2:9][CH2:10][CH2:11][CH2:12][O:13][CH2:14][CH2:15][CH2:16][OH:17])[C:2]1[CH:7]=[CH:6][CH:5]=[CH:4][CH:3]=1.Br[CH2:19][C:20]([O:22][C:23]([CH3:26])([CH3:25])[CH3:24])=[O:21].[OH-].[Na+]. The catalyst is ClCCl.CCCC[N+](CCCC)(CCCC)CCCC.[Cl-]. The product is [CH2:1]([O:8][CH2:9][CH2:10][CH2:11][CH2:12][O:13][CH2:14][CH2:15][CH2:16][O:17][CH2:19][C:20]([O:22][C:23]([CH3:26])([CH3:25])[CH3:24])=[O:21])[C:2]1[CH:7]=[CH:6][CH:5]=[CH:4][CH:3]=1. The yield is 0.570. (2) The reactants are [N:1]([C:4]1[CH:21]=[CH:20][C:7]([C:8]([NH:10][CH2:11][CH2:12][CH2:13][C:14]2[CH:19]=[CH:18][CH:17]=[CH:16][CH:15]=2)=[O:9])=[CH:6][CH:5]=1)=[N+:2]=[N-:3].O=[C:23]([CH2:30][CH2:31][CH3:32])[CH2:24][C:25]([O:27]CC)=[O:26].[O-]CC.[Na+].O. The catalyst is C(O)C. The product is [C:14]1([CH2:13][CH2:12][CH2:11][NH:10][C:8]([C:7]2[CH:20]=[CH:21][C:4]([N:1]3[C:23]([CH2:30][CH2:31][CH3:32])=[C:24]([C:25]([OH:27])=[O:26])[N:3]=[N:2]3)=[CH:5][CH:6]=2)=[O:9])[CH:15]=[CH:16][CH:17]=[CH:18][CH:19]=1. The yield is 0.987. (3) The reactants are [O:1]=[C:2]1[NH:6][C:5](=[O:7])[CH2:4][N:3]1[C@@H:8]([C:16]([CH3:19])([CH3:18])[CH3:17])[C:9]([O:11][C:12]([CH3:15])([CH3:14])[CH3:13])=[O:10].[CH3:20][C:21]1[N:26]=[C:25]([CH2:27]O)[CH:24]=[CH:23][CH:22]=1.C1(P(C2C=CC=CC=2)C2C=CC=CC=2)C=CC=CC=1.N(C(OCC)=O)=NC(OCC)=O. The catalyst is ClCCl.O. The product is [CH3:17][C:16]([CH3:19])([CH3:18])[C@H:8]([N:3]1[CH2:4][C:5](=[O:7])[N:6]([CH2:27][C:25]2[CH:24]=[CH:23][CH:22]=[C:21]([CH3:20])[N:26]=2)[C:2]1=[O:1])[C:9]([O:11][C:12]([CH3:13])([CH3:15])[CH3:14])=[O:10]. The yield is 0.970. (4) The reactants are [NH2:1][C:2]1[S:6][N:5]=[C:4]([CH3:7])[C:3]=1[C:8]([NH:10][C:11]1[CH:16]=[CH:15][C:14]([F:17])=[C:13]([F:18])[CH:12]=1)=[O:9].Br[C:20]1[CH:27]=[CH:26][C:23]([C:24]#[N:25])=[CH:22][N:21]=1.C(=O)([O-])[O-].[Cs+].[Cs+].CC1(C)C2C(=C(P(C3C=CC=CC=3)C3C=CC=CC=3)C=CC=2)OC2C(P(C3C=CC=CC=3)C3C=CC=CC=3)=CC=CC1=2. The catalyst is O1CCOCC1.CN(C=O)C.C([O-])(=O)C.[Pd+2].C([O-])(=O)C. The product is [C:24]([C:23]1[CH:26]=[CH:27][C:20]([NH:1][C:2]2[S:6][N:5]=[C:4]([CH3:7])[C:3]=2[C:8]([NH:10][C:11]2[CH:16]=[CH:15][C:14]([F:17])=[C:13]([F:18])[CH:12]=2)=[O:9])=[N:21][CH:22]=1)#[N:25]. The yield is 0.130. (5) The reactants are C(NC(C)C)(C)C.C([Li])CCC.[CH3:13][O:14][CH2:15][CH2:16][N:17]1[CH:22]=[CH:21][C:20](=[O:23])[NH:19][C:18]1=[S:24].[I:25]I. The catalyst is C1COCC1.[Cl-].[NH4+]. The product is [I:25][C:22]1[N:17]([CH2:16][CH2:15][O:14][CH3:13])[C:18](=[S:24])[NH:19][C:20](=[O:23])[CH:21]=1. The yield is 0.540. (6) The reactants are [CH2:1]([N:8]1[CH2:13][CH2:12][CH:11]([N:14]([CH3:30])[C:15](=[O:29])[CH2:16][NH:17][C:18]2[N:23]=[C:22]([CH3:24])[C:21]([N+:25]([O-])=O)=[C:20]([CH3:28])[N:19]=2)[CH2:10][CH2:9]1)[C:2]1[CH:7]=[CH:6][CH:5]=[CH:4][CH:3]=1. The catalyst is C(O)(=O)C.[Zn]. The product is [NH2:25][C:21]1[C:22]([CH3:24])=[N:23][C:18]([NH:17][CH2:16][C:15]([N:14]([CH:11]2[CH2:12][CH2:13][N:8]([CH2:1][C:2]3[CH:3]=[CH:4][CH:5]=[CH:6][CH:7]=3)[CH2:9][CH2:10]2)[CH3:30])=[O:29])=[N:19][C:20]=1[CH3:28]. The yield is 0.290.